This data is from Full USPTO retrosynthesis dataset with 1.9M reactions from patents (1976-2016). The task is: Predict the reactants needed to synthesize the given product. (1) The reactants are: [Br:1][C:2]1[CH:3]=[C:4]([C:13]([F:16])([F:15])[F:14])[C:5]([C:8](=O)[CH:9](O)O)=[N:6][CH:7]=1.[F:17][C:18]([F:35])([F:34])[C:19]1[CH:20]=[CH:21][C:22]([NH:25][C:26]2[CH:31]=[CH:30][N:29]=[C:28]([NH2:32])[C:27]=2[NH2:33])=[N:23][CH:24]=1.C([O-])(O)=O.[Na+]. Given the product [Br:1][C:2]1[CH:3]=[C:4]([C:13]([F:16])([F:15])[F:14])[C:5]([C:8]2[N:32]=[C:28]3[N:29]=[CH:30][CH:31]=[C:26]([NH:25][C:22]4[CH:21]=[CH:20][C:19]([C:18]([F:35])([F:34])[F:17])=[CH:24][N:23]=4)[C:27]3=[N:33][CH:9]=2)=[N:6][CH:7]=1, predict the reactants needed to synthesize it. (2) Given the product [CH:16]12[CH2:22][CH:19]([NH:20][CH2:21]1)[CH:18]([C:13]([C:5]1[C:6]3[C:11](=[CH:10][CH:9]=[CH:8][C:7]=3[CH3:12])[C:2]([Cl:1])=[N:3][CH:4]=1)=[O:15])[O:17]2, predict the reactants needed to synthesize it. The reactants are: [Cl:1][C:2]1[C:11]2[C:6](=[C:7]([CH3:12])[CH:8]=[CH:9][CH:10]=2)[C:5]([C:13]([OH:15])=O)=[CH:4][N:3]=1.[CH:16]12[CH2:22][CH:19]([NH:20][CH2:21]1)[CH2:18][O:17]2. (3) Given the product [CH3:1][N:2]1[C:7](=[O:8])[CH:6]=[CH:5][C:4]([N:9]2[C:17]3[C:12](=[CH:13][CH:14]=[CH:15][CH:16]=3)[CH2:11][C@H:10]2[C:18]([N:33]2[CH2:38][CH2:37][CH2:36][CH2:35][CH2:34]2)=[O:19])=[N:3]1, predict the reactants needed to synthesize it. The reactants are: [CH3:1][N:2]1[C:7](=[O:8])[CH:6]=[CH:5][C:4]([N:9]2[C:17]3[C:12](=[CH:13][CH:14]=[CH:15][CH:16]=3)[CH2:11][C@H:10]2[C:18](O)=[O:19])=[N:3]1.C1N=CN(C(N2C=NC=C2)=O)C=1.[NH:33]1[CH2:38][CH2:37][CH2:36][CH2:35][CH2:34]1.O. (4) Given the product [CH2:1]([O:13][S:22]([CH3:21])(=[O:24])=[O:23])[CH2:2][CH2:3][CH2:4][CH2:5][CH2:6][CH2:7][CH2:8][CH2:9][CH2:10][CH2:11][CH3:12], predict the reactants needed to synthesize it. The reactants are: [CH2:1]([OH:13])[CH2:2][CH2:3][CH2:4][CH2:5][CH2:6][CH2:7][CH2:8][CH2:9][CH2:10][CH2:11][CH3:12].C(N(CC)CC)C.[CH3:21][S:22](Cl)(=[O:24])=[O:23]. (5) Given the product [CH2:1]([C:5]1[CH:6]=[CH:7][C:8]([CH:9]=[O:10])=[CH:11][C:12]=1[N+:18]([O-:20])=[O:19])[CH:2]([CH3:4])[CH3:3], predict the reactants needed to synthesize it. The reactants are: [CH2:1]([C:5]1[CH:12]=[CH:11][C:8]([CH:9]=[O:10])=[CH:7][CH:6]=1)[CH:2]([CH3:4])[CH3:3].S(=O)(=O)(O)O.[N+:18]([O-])([OH:20])=[O:19]. (6) Given the product [CH3:8][C:7]1[C:2](=[O:20])[NH:3][CH:4]=[C:5]([N:9]2[CH2:14][CH2:13][CH:12]([C:15]([OH:17])=[O:16])[CH2:11][CH2:10]2)[N:6]=1, predict the reactants needed to synthesize it. The reactants are: Cl[C:2]1[N:3]=[CH:4][C:5]([N:9]2[CH2:14][CH2:13][CH:12]([C:15]([OH:17])=[O:16])[CH2:11][CH2:10]2)=[N:6][C:7]=1[CH3:8].C([O-])(=[O:20])C.[K+].